This data is from Forward reaction prediction with 1.9M reactions from USPTO patents (1976-2016). The task is: Predict the product of the given reaction. (1) Given the reactants Cl[C:2]1[N:3]=[C:4]([N:17]2[CH2:22][CH2:21][O:20][CH2:19][CH2:18]2)[C:5]2[S:10][C:9]([N:11]3[CH2:15][CH2:14][O:13]C3=O)=[CH:8][C:6]=2[N:7]=1.ClC1N=C(N2CCOCC2)C2SC(NCCO)=CC=2N=1.[NH2:43][C:44]1[N:49]=[CH:48][C:47](B2OC(C)(C)C(C)(C)O2)=[CH:46][N:45]=1, predict the reaction product. The product is: [NH2:43][C:44]1[N:49]=[CH:48][C:47]([C:2]2[N:3]=[C:4]([N:17]3[CH2:18][CH2:19][O:20][CH2:21][CH2:22]3)[C:5]3[S:10][C:9]([NH:11][CH2:15][CH2:14][OH:13])=[CH:8][C:6]=3[N:7]=2)=[CH:46][N:45]=1. (2) Given the reactants [F:1][C:2]1[CH:7]=[CH:6][C:5]([C:8]2[N:9]=[C:10](SC)[N:11]=[N:12][CH:13]=2)=[CH:4][C:3]=1[C:16]1[CH:17]=[N:18][CH:19]=[CH:20][CH:21]=1.[F:22][C:23]1[CH:28]=[CH:27][CH:26]=[CH:25][C:24]=1B(O)O, predict the reaction product. The product is: [F:22][C:23]1[CH:28]=[CH:27][CH:26]=[CH:25][C:24]=1[C:10]1[N:11]=[N:12][CH:13]=[C:8]([C:5]2[CH:6]=[CH:7][C:2]([F:1])=[C:3]([C:16]3[CH:17]=[N:18][CH:19]=[CH:20][CH:21]=3)[CH:4]=2)[N:9]=1. (3) The product is: [ClH:1].[NH:22]1[CH2:23][CH2:24][CH:19]([C:14]2[CH:15]=[CH:16][CH:17]=[CH:18][C:13]=2[CH2:12][CH2:11][C:10]([O:9][CH2:8][CH3:3])=[O:32])[CH2:20][CH2:21]1. Given the reactants [ClH:1].O1CCOC[CH2:3]1.[CH3:8][O:9][C:10](=[O:32])[CH2:11][CH2:12][C:13]1[CH:18]=[CH:17][CH:16]=[CH:15][C:14]=1[CH:19]1[CH2:24][CH2:23][N:22](C(OC(C)(C)C)=O)[CH2:21][CH2:20]1, predict the reaction product. (4) Given the reactants Cl[C:2]1[C:7]([O:8][CH3:9])=[CH:6][C:5]([OH:10])=[C:4]([N+:11]([O-])=O)[CH:3]=1, predict the reaction product. The product is: [NH2:11][C:4]1[CH:3]=[CH:2][C:7]([O:8][CH3:9])=[CH:6][C:5]=1[OH:10]. (5) Given the reactants [Br:1][C:2]1[CH:3]=[CH:4][C:5]2[C:6]3[N:14]=[C:13]([Cl:15])[N:12]=[C:11](Cl)[C:7]=3[NH:8][C:9]=2[CH:10]=1.[CH3:17][CH2:18][O-:19].[Na+], predict the reaction product. The product is: [Br:1][C:2]1[CH:3]=[CH:4][C:5]2[C:6]3[N:14]=[C:13]([Cl:15])[N:12]=[C:11]([O:19][CH2:18][CH3:17])[C:7]=3[NH:8][C:9]=2[CH:10]=1. (6) Given the reactants Cl.[F:2][C:3]([F:34])([F:33])[C:4]1[CH:28]=[C:27]([C:29]([F:32])([F:31])[F:30])[CH:26]=[CH:25][C:5]=1[CH2:6][N:7]1[CH2:12][CH2:11][CH:10](/[CH:13]=[C:14]2/[C:15]([NH:20][CH2:21][C:22](O)=[O:23])=[N:16][C:17](=[O:19])[S:18]/2)[CH2:9][CH2:8]1.C(N(C(C)C)C(C)C)C.[NH2:44][CH2:45][C:46]([CH3:49])([OH:48])[CH3:47].F[P-](F)(F)(F)(F)F.N1(OC(N(C)C)=[N+](C)C)C2N=CC=CC=2N=N1, predict the reaction product. The product is: [F:34][C:3]([F:2])([F:33])[C:4]1[CH:28]=[C:27]([C:29]([F:31])([F:32])[F:30])[CH:26]=[CH:25][C:5]=1[CH2:6][N:7]1[CH2:12][CH2:11][CH:10](/[CH:13]=[C:14]2/[C:15]([NH:20][CH2:21][C:22]([NH:44][CH2:45][C:46]([OH:48])([CH3:49])[CH3:47])=[O:23])=[N:16][C:17](=[O:19])[S:18]/2)[CH2:9][CH2:8]1. (7) Given the reactants [CH3:1][O:2][C:3]1[CH:8]=[CH:7][CH:6]=[C:5]([NH2:9])[C:4]=1[NH2:10].O=[C:12]([CH2:18][CH2:19][CH:20]=[CH2:21])[C:13](OCC)=[O:14], predict the reaction product. The product is: [CH2:18]([C:12]1[C:13]([OH:14])=[N:10][C:4]2[C:5]([N:9]=1)=[CH:6][CH:7]=[CH:8][C:3]=2[O:2][CH3:1])[CH2:19][CH:20]=[CH2:21].